From a dataset of Full USPTO retrosynthesis dataset with 1.9M reactions from patents (1976-2016). Predict the reactants needed to synthesize the given product. (1) The reactants are: [CH2:1]([N:8]1[CH:12]=[C:11]([C:13](OCC)=[O:14])[C:10]([O:18][CH2:19][C:20]2[CH:25]=[CH:24][C:23]([O:26][CH2:27][C:28]3[N:29]=[C:30]([C:34]4[O:35][CH:36]=[CH:37][CH:38]=4)[O:31][C:32]=3[CH3:33])=[C:22]([Cl:39])[CH:21]=2)=[N:9]1)[C:2]1[CH:7]=[CH:6][CH:5]=[CH:4][CH:3]=1.[H-].[Al+3].[Li+].[H-].[H-].[H-].O.O.O.O.O.O.O.O.O.O.S([O-])([O-])(=O)=O.[Na+].[Na+]. Given the product [CH2:1]([N:8]1[CH:12]=[C:11]([CH2:13][OH:14])[C:10]([O:18][CH2:19][C:20]2[CH:25]=[CH:24][C:23]([O:26][CH2:27][C:28]3[N:29]=[C:30]([C:34]4[O:35][CH:36]=[CH:37][CH:38]=4)[O:31][C:32]=3[CH3:33])=[C:22]([Cl:39])[CH:21]=2)=[N:9]1)[C:2]1[CH:3]=[CH:4][CH:5]=[CH:6][CH:7]=1, predict the reactants needed to synthesize it. (2) Given the product [O:1]1[CH2:6][CH2:5][N:4]([CH2:7][C:8]2[N:13]=[C:12]([NH2:14])[CH:11]=[CH:10][CH:9]=2)[CH2:3][CH2:2]1, predict the reactants needed to synthesize it. The reactants are: [O:1]1[CH2:6][CH2:5][N:4]([CH2:7][C:8]2[N:13]=[C:12]([NH:14]C(=O)OC(C)(C)C)[CH:11]=[CH:10][CH:9]=2)[CH2:3][CH2:2]1.C(O)(C(F)(F)F)=O. (3) Given the product [Cl:19][C:20]1[CH:28]=[C:27]([F:29])[C:26]([S:30]([NH:18][CH:15]([CH3:17])[CH3:16])(=[O:32])=[O:31])=[CH:25][C:21]=1[C:22]([OH:24])=[O:23], predict the reactants needed to synthesize it. The reactants are: ClS(C1C=C(C=CC=1F)C(O)=O)(=O)=O.[CH:15]([NH2:18])([CH3:17])[CH3:16].[Cl:19][C:20]1[CH:28]=[C:27]([F:29])[C:26]([S:30](NCC)(=[O:32])=[O:31])=[CH:25][C:21]=1[C:22]([OH:24])=[O:23].